Dataset: Full USPTO retrosynthesis dataset with 1.9M reactions from patents (1976-2016). Task: Predict the reactants needed to synthesize the given product. (1) Given the product [OH:1][C:2]1[CH:10]=[CH:9][C:8]([S:11]([CH3:14])(=[O:13])=[O:12])=[CH:7][C:3]=1[C:4]([O:6][CH3:16])=[O:5], predict the reactants needed to synthesize it. The reactants are: [OH:1][C:2]1[CH:10]=[CH:9][C:8]([S:11]([CH3:14])(=[O:13])=[O:12])=[CH:7][C:3]=1[C:4]([OH:6])=[O:5].Cl.[CH3:16]O. (2) Given the product [N+:8]([C:3]1[CH:4]=[CH:5][CH:6]=[CH:7][C:2]=1[Cl:1])([O-:10])=[O:9], predict the reactants needed to synthesize it. The reactants are: [Cl:1][C:2]1[CH:7]=[CH:6][CH:5]=[CH:4][CH:3]=1.[N+:8]([O-])([OH:10])=[O:9]. (3) Given the product [CH3:6][O-:10].[Na+:2].[C:6]([O:10][C:11]([NH:13][C@@H:14]([CH2:18][O:19][CH3:3])[C:15]([OH:17])=[O:16])=[O:12])([CH3:9])([CH3:8])[CH3:7], predict the reactants needed to synthesize it. The reactants are: [H-].[Na+:2].[CH3:3][O-].[Na+].[C:6]([O:10][C:11]([NH:13][C@@H:14]([CH2:18][OH:19])[C:15]([OH:17])=[O:16])=[O:12])([CH3:9])([CH3:8])[CH3:7].CI. (4) Given the product [Cl:1][C:2]1[CH:7]=[CH:6][CH:5]=[CH:4][C:3]=1[CH:8]([C:20]1[CH:21]=[CH:22][C:23]([S:26]([CH3:29])(=[O:28])=[O:27])=[CH:24][CH:25]=1)[CH2:9][C:10]([C:12]1[CH:17]=[CH:16][C:15](=[O:18])[NH:14][CH:13]=1)=[O:11], predict the reactants needed to synthesize it. The reactants are: [Cl:1][C:2]1[CH:7]=[CH:6][CH:5]=[CH:4][C:3]=1[CH:8]([C:20]1[CH:25]=[CH:24][C:23]([S:26]([CH3:29])(=[O:28])=[O:27])=[CH:22][CH:21]=1)[CH2:9][C:10]([C:12]1[CH:13]=[N:14][C:15]([O:18]C)=[CH:16][CH:17]=1)=[O:11].Cl. (5) The reactants are: [Cl:1][C:2]1[N:10]=[CH:9][CH:8]=[CH:7][C:3]=1[C:4](Cl)=[O:5].[O:11]([C:18]1[CH:24]=[CH:23][C:21]([NH2:22])=[CH:20][CH:19]=1)[C:12]1[CH:17]=[CH:16][CH:15]=[CH:14][CH:13]=1.CCN(C(C)C)C(C)C. Given the product [Cl:1][C:2]1[C:3]([C:4]([NH:22][C:21]2[CH:20]=[CH:19][C:18]([O:11][C:12]3[CH:17]=[CH:16][CH:15]=[CH:14][CH:13]=3)=[CH:24][CH:23]=2)=[O:5])=[CH:7][CH:8]=[CH:9][N:10]=1, predict the reactants needed to synthesize it. (6) The reactants are: Cl[C:2]1[N:11]=[C:10]([NH:12][CH2:13][CH:14]([C:21]2[CH:26]=[CH:25][CH:24]=[CH:23][CH:22]=2)[C:15]2[CH:20]=[CH:19][CH:18]=[CH:17][CH:16]=2)[C:9]2[C:4](=[CH:5][C:6]([O:29][CH3:30])=[C:7]([O:27][CH3:28])[CH:8]=2)[N:3]=1.[NH:31]1[C:39]2[C:34](=[CH:35][C:36](B(O)O)=[CH:37][CH:38]=2)[CH:33]=[CH:32]1.C(NC1C2C(=CC=CC=2)N=C(C2SC3C=CC=CC=3C=2)N=1)(C1C=CC=CC=1)C1C=CC=CC=1. Given the product [C:15]1([CH:14]([C:21]2[CH:26]=[CH:25][CH:24]=[CH:23][CH:22]=2)[CH2:13][NH:12][C:10]2[C:9]3[C:4](=[CH:5][C:6]([O:29][CH3:30])=[C:7]([O:27][CH3:28])[CH:8]=3)[N:3]=[C:2]([C:36]3[CH:35]=[C:34]4[C:39](=[CH:38][CH:37]=3)[NH:31][CH:32]=[CH:33]4)[N:11]=2)[CH:20]=[CH:19][CH:18]=[CH:17][CH:16]=1, predict the reactants needed to synthesize it. (7) The reactants are: [O:1]=[C:2]1[N:6]([CH2:7][C:8]2[CH:13]=[CH:12][CH:11]=[CH:10][CH:9]=2)[C@H:5]([C:14]([OH:16])=O)[CH2:4][CH2:3]1.ON1C2C=CC=CC=2N=N1.C(N(CC)CC)C.[Cl:34][C:35]1[CH:40]=[C:39]([F:41])[CH:38]=[CH:37][C:36]=1[CH2:42][NH2:43].Cl.CN(C)CCCN=C=NCC. Given the product [Cl:34][C:35]1[CH:40]=[C:39]([F:41])[CH:38]=[CH:37][C:36]=1[CH2:42][NH:43][C:14](=[O:16])[C@@H:5]1[CH2:4][CH2:3][C:2](=[O:1])[N:6]1[CH2:7][C:8]1[CH:9]=[CH:10][CH:11]=[CH:12][CH:13]=1, predict the reactants needed to synthesize it. (8) Given the product [C:13]([OH:14])(=[O:5])[C:8]([OH:7])=[O:46].[CH3:6][O:7][C:8]1[CH:9]=[C:10]([C:16]2[N:21]=[C:20]([C:22]([N:24]3[CH2:25][CH2:26][N:27]([C:30]4[CH:31]=[CH:32][C:33]([O:36][CH2:39][CH2:40][N:41]([CH3:43])[CH3:42])=[CH:34][N:35]=4)[CH2:28][CH2:29]3)=[O:23])[CH:19]=[CH:18][CH:17]=2)[CH:11]=[CH:12][C:13]=1[O:14][CH3:15], predict the reactants needed to synthesize it. The reactants are: CN(C=[O:5])C.[CH3:6][O:7][C:8]1[CH:9]=[C:10]([C:16]2[N:21]=[C:20]([C:22]([N:24]3[CH2:29][CH2:28][N:27]([C:30]4[N:35]=[CH:34][C:33]([OH:36])=[CH:32][CH:31]=4)[CH2:26][CH2:25]3)=[O:23])[CH:19]=[CH:18][CH:17]=2)[CH:11]=[CH:12][C:13]=1[O:14][CH3:15].Cl.Cl[CH2:39][CH2:40][N:41]([CH3:43])[CH3:42].[H-].[Na+].[OH2:46]. (9) Given the product [F:21][C:22]1[CH:23]=[C:24]([N:37]2[CH2:41][C@H:40]([CH2:42][NH:43][C:44](=[O:46])[CH3:45])[O:39][C:38]2=[O:47])[CH:25]=[CH:26][C:27]=1[C:2]1[CH:7]=[N:6][C:5]([C:8]2[CH2:12][C@@H:11]([CH2:13][OH:14])[O:10][N:9]=2)=[CH:4][CH:3]=1, predict the reactants needed to synthesize it. The reactants are: Br[C:2]1[CH:3]=[CH:4][C:5]([C:8]2[CH2:12][C@@H:11]([CH2:13][OH:14])[O:10][N:9]=2)=[N:6][CH:7]=1.C(=O)([O-])[O-].[K+].[K+].[F:21][C:22]1[CH:23]=[C:24]([N:37]2[CH2:41][C@H:40]([CH2:42][NH:43][C:44](=[O:46])[CH3:45])[O:39][C:38]2=[O:47])[CH:25]=[CH:26][C:27]=1B1OC(C)(C)C(C)(C)O1. (10) Given the product [CH2:33]([O:32][C:30](=[O:31])[C:29]([CH3:36])([CH3:35])[CH2:28][NH:27][C:3]([C:5]1[N:6]=[C:7]([C:25]#[N:26])[C:8]2[C:13]([C:14]=1[OH:15])=[CH:12][CH:11]=[C:10]([O:16][C:17]1[CH:22]=[CH:21][CH:20]=[CH:19][C:18]=1[O:23][CH3:24])[CH:9]=2)=[O:4])[CH3:34], predict the reactants needed to synthesize it. The reactants are: CO[C:3]([C:5]1[N:6]=[C:7]([C:25]#[N:26])[C:8]2[C:13]([C:14]=1[OH:15])=[CH:12][CH:11]=[C:10]([O:16][C:17]1[CH:22]=[CH:21][CH:20]=[CH:19][C:18]=1[O:23][CH3:24])[CH:9]=2)=[O:4].[NH2:27][CH2:28][C:29]([CH3:36])([CH3:35])[C:30]([O:32][CH2:33][CH3:34])=[O:31].